Dataset: Retrosynthesis with 50K atom-mapped reactions and 10 reaction types from USPTO. Task: Predict the reactants needed to synthesize the given product. (1) Given the product O=C(CCc1ccc(-c2ccccc2)cc1)Nc1sccc1C(=O)O, predict the reactants needed to synthesize it. The reactants are: COC(=O)c1ccsc1NC(=O)CCc1ccc(-c2ccccc2)cc1. (2) The reactants are: CC(C)(C)OC(=O)OC(=O)OC(C)(C)C.NCc1ccccc1Br. Given the product CC(C)(C)OC(=O)NCc1ccccc1Br, predict the reactants needed to synthesize it. (3) Given the product COC(=O)c1nc(Br)c2cccnc2c1OS(=O)(=O)c1ccc(C)cc1, predict the reactants needed to synthesize it. The reactants are: COC(=O)c1nc(Br)c2cccnc2c1O.Cc1ccc(S(=O)(=O)Cl)cc1. (4) The reactants are: CCOC(=O)C=P(c1ccccc1)(c1ccccc1)c1ccccc1.O=C1CCOCC1. Given the product CCOC(=O)C=C1CCOCC1, predict the reactants needed to synthesize it.